Predict the product of the given reaction. From a dataset of Forward reaction prediction with 1.9M reactions from USPTO patents (1976-2016). Given the reactants Br[C:2]1[CH:3]=[CH:4][C:5](=[O:13])[N:6]([CH2:8][CH2:9][CH:10]([CH3:12])[CH3:11])[CH:7]=1.[CH3:14][S:15]([NH:18][C:19]1[CH:20]=[C:21](B(O)O)[CH:22]=[CH:23][CH:24]=1)(=[O:17])=[O:16], predict the reaction product. The product is: [CH2:8]([N:6]1[C:5](=[O:13])[CH:4]=[CH:3][C:2]([C:23]2[CH:24]=[C:19]([NH:18][S:15]([CH3:14])(=[O:16])=[O:17])[CH:20]=[CH:21][CH:22]=2)=[CH:7]1)[CH2:9][CH:10]([CH3:12])[CH3:11].